From a dataset of Full USPTO retrosynthesis dataset with 1.9M reactions from patents (1976-2016). Predict the reactants needed to synthesize the given product. The reactants are: [OH:1][C@@H:2]1[C@H:6]2[N:7]([C:10]([C:12]3([NH:18]C(=O)C4C=CC(N5CCN(C)CC5)=CC=4)[CH2:17][CH2:16][CH2:15][CH2:14][CH2:13]3)=[O:11])[CH2:8][CH2:9][C@H:5]2[O:4][CH2:3]1.[H][H]. Given the product [NH2:18][C:12]1([C:10]([N:7]2[CH2:8][CH2:9][C@H:5]3[O:4][CH2:3][C@H:2]([OH:1])[C@@H:6]23)=[O:11])[CH2:13][CH2:14][CH2:15][CH2:16][CH2:17]1, predict the reactants needed to synthesize it.